This data is from Full USPTO retrosynthesis dataset with 1.9M reactions from patents (1976-2016). The task is: Predict the reactants needed to synthesize the given product. (1) The reactants are: [C:1]([OH:13])(=[O:12])[CH2:2][C:3]([CH2:8][C:9]([OH:11])=[O:10])([C:5]([OH:7])=[O:6])[OH:4].[Zr:14]. Given the product [C:1]([O-:13])(=[O:12])[CH2:2][C:3]([CH2:8][C:9]([O-:11])=[O:10])([C:5]([O-:7])=[O:6])[OH:4].[Zr+4:14].[C:1]([O-:13])(=[O:12])[CH2:2][C:3]([CH2:8][C:9]([O-:11])=[O:10])([C:5]([O-:7])=[O:6])[OH:4].[C:1]([O-:13])(=[O:12])[CH2:2][C:3]([CH2:8][C:9]([O-:11])=[O:10])([C:5]([O-:7])=[O:6])[OH:4].[C:1]([O-:13])(=[O:12])[CH2:2][C:3]([CH2:8][C:9]([O-:11])=[O:10])([C:5]([O-:7])=[O:6])[OH:4].[Zr+4:14].[Zr+4:14], predict the reactants needed to synthesize it. (2) Given the product [OH:25][C:3]1[C:2]([N+:26]([O-:28])=[O:27])=[C:10]2[C:6]([CH:7]=[N:8][N:9]2[CH2:11][C@@H:12]([NH:14][C:15](=[O:24])[O:16][CH2:17][C:18]2[CH:23]=[CH:22][CH:21]=[CH:20][CH:19]=2)[CH3:13])=[CH:5][CH:4]=1, predict the reactants needed to synthesize it. The reactants are: Br[C:2]1[C:3]([OH:25])=[CH:4][CH:5]=[C:6]2[C:10]=1[N:9]([CH2:11][C@@H:12]([NH:14][C:15](=[O:24])[O:16][CH2:17][C:18]1[CH:23]=[CH:22][CH:21]=[CH:20][CH:19]=1)[CH3:13])[N:8]=[CH:7]2.[N+:26]([O-])([O-:28])=[O:27].[Na+].O. (3) Given the product [CH2:1]([O:13][C:14]1[CH:19]=[C:18]([NH2:20])[C:17]([NH2:21])=[CH:16][C:15]=1[F:24])[CH2:2][CH2:3][CH2:4][CH2:5][CH2:6][CH2:7][CH2:8][CH2:9][CH2:10][CH2:11][CH3:12], predict the reactants needed to synthesize it. The reactants are: [CH2:1]([O:13][C:14]1[C:15]([F:24])=[CH:16][C:17]([N+:21]([O-])=O)=[C:18]([NH2:20])[CH:19]=1)[CH2:2][CH2:3][CH2:4][CH2:5][CH2:6][CH2:7][CH2:8][CH2:9][CH2:10][CH2:11][CH3:12].N. (4) Given the product [C:23]([O:27][C:28]([N:30]1[CH2:35][CH2:34][C:33]([NH:37][C:18]2[C:17]([N+:20]([O-:22])=[O:21])=[CH:16][N:15]=[C:14]3[N:10]([S:7]([C:1]4[CH:6]=[CH:5][CH:4]=[CH:3][CH:2]=4)(=[O:9])=[O:8])[CH:11]=[CH:12][C:13]=23)([CH3:36])[CH2:32][CH2:31]1)=[O:29])([CH3:26])([CH3:24])[CH3:25], predict the reactants needed to synthesize it. The reactants are: [C:1]1([S:7]([N:10]2[C:14]3=[N:15][CH:16]=[C:17]([N+:20]([O-:22])=[O:21])[C:18](Cl)=[C:13]3[CH:12]=[CH:11]2)(=[O:9])=[O:8])[CH:6]=[CH:5][CH:4]=[CH:3][CH:2]=1.[C:23]([O:27][C:28]([N:30]1[CH2:35][CH2:34][C:33]([NH2:37])([CH3:36])[CH2:32][CH2:31]1)=[O:29])([CH3:26])([CH3:25])[CH3:24].C(N(C(C)C)CC)(C)C. (5) Given the product [CH2:16]([O:20][C:21]1[CH:26]=[CH:25][C:24]([S:27]([NH:1][CH:2]([CH:3]([CH3:5])[CH3:4])[C:6]([OH:8])=[O:7])(=[O:29])=[O:28])=[CH:23][CH:22]=1)[C:17]#[C:18][CH3:19], predict the reactants needed to synthesize it. The reactants are: [NH2:1][CH:2]([C:6]([OH:8])=[O:7])[CH:3]([CH3:5])[CH3:4].C(N(CC)CC)C.[CH2:16]([O:20][C:21]1[CH:26]=[CH:25][C:24]([S:27](Cl)(=[O:29])=[O:28])=[CH:23][CH:22]=1)[C:17]#[C:18][CH3:19]. (6) Given the product [Cl:32][C:33]1[CH:34]=[C:35]([N:39]2[CH2:44][CH2:43][N:42]([C:22]([C:21]3[CH:20]=[CH:19][C:18]([C:16]4[CH:15]=[N:14][C:10]5[NH:11][CH2:12][CH2:13][N:8]([CH2:7][C:6]6[CH:27]=[C:2]([Cl:1])[CH:3]=[CH:4][C:5]=6[C:28]([F:30])([F:31])[F:29])[C:9]=5[CH:17]=4)=[CH:26][CH:25]=3)=[O:24])[CH2:41][CH2:40]2)[CH:36]=[CH:37][CH:38]=1, predict the reactants needed to synthesize it. The reactants are: [Cl:1][C:2]1[CH:3]=[CH:4][C:5]([C:28]([F:31])([F:30])[F:29])=[C:6]([CH:27]=1)[CH2:7][N:8]1[CH2:13][CH2:12][NH:11][C:10]2[N:14]=[CH:15][C:16]([C:18]3[CH:26]=[CH:25][C:21]([C:22]([OH:24])=O)=[CH:20][CH:19]=3)=[CH:17][C:9]1=2.[Cl:32][C:33]1[CH:34]=[C:35]([N:39]2[CH2:44][CH2:43][NH:42][CH2:41][CH2:40]2)[CH:36]=[CH:37][CH:38]=1. (7) The reactants are: [CH:1]1[C:9]2[C:8]3[CH:10]=[CH:11][CH:12]=[CH:13][C:7]=3[S:6][C:5]=2[C:4]([C:14]([C:16]2[CH:21]=[CH:20][CH:19]=[CH:18][CH:17]=2)=[O:15])=[CH:3][CH:2]=1.[C:22]1([Mg]Br)[CH:27]=[CH:26][CH:25]=[CH:24][CH:23]=1. Given the product [CH:1]1[C:9]2[C:8]3[CH:10]=[CH:11][CH:12]=[CH:13][C:7]=3[S:6][C:5]=2[C:4]([C:14]([C:22]2[CH:27]=[CH:26][CH:25]=[CH:24][CH:23]=2)([C:16]2[CH:17]=[CH:18][CH:19]=[CH:20][CH:21]=2)[OH:15])=[CH:3][CH:2]=1, predict the reactants needed to synthesize it. (8) Given the product [CH2:1]([O:3][C:4]1[CH:5]=[CH:6][C:7]2[N:8]([N:10]=[C:11]([C:13]3[CH:30]=[CH:29][C:16]([O:17][CH2:18][C@@H:19]([NH:21][C:22](=[O:28])[O:23][C:24]([CH3:25])([CH3:27])[CH3:26])[CH3:20])=[CH:15][CH:14]=3)[CH:12]=2)[C:9]=1[F:52])[CH3:2], predict the reactants needed to synthesize it. The reactants are: [CH2:1]([O:3][C:4]1[CH:5]=[CH:6][C:7]2[N:8]([N:10]=[C:11]([C:13]3[CH:30]=[CH:29][C:16]([O:17][CH2:18][C@@H:19]([NH:21][C:22](=[O:28])[O:23][C:24]([CH3:27])([CH3:26])[CH3:25])[CH3:20])=[CH:15][CH:14]=3)[CH:12]=2)[CH:9]=1)[CH3:2].CCCCCC.C([Li])CCC.C1C=CC(S(N(S(C2C=CC=CC=2)(=O)=O)[F:52])(=O)=O)=CC=1. (9) The reactants are: [C:1]([O:5][C:6]([NH:8][CH2:9][C@H:10]1[CH2:15][CH2:14][C@H:13]([C:16]([NH:18][C@H:19]([C:37](=[O:50])[NH:38][C:39]2[CH:44]=[CH:43][C:42]([C:45]3[NH:49][N:48]=[N:47][N:46]=3)=[CH:41][CH:40]=2)[CH2:20][C:21]2[CH:26]=[CH:25][C:24]([C:27]3[C:28]([CH3:36])=[CH:29][C:30]([C:33](O)=[O:34])=[N:31][CH:32]=3)=[CH:23][CH:22]=2)=[O:17])[CH2:12][CH2:11]1)=[O:7])([CH3:4])([CH3:3])[CH3:2].[NH2:51][CH:52]1[CH2:57][CH2:56][N:55]([C:58]([O:60][C:61]([CH3:64])([CH3:63])[CH3:62])=[O:59])[CH2:54][CH2:53]1.C(N(CC)C(C)C)(C)C.F[P-](F)(F)(F)(F)F.CN(C(ON1C2=NC=CC=C2N=N1)=[N+](C)C)C. Given the product [CH:6]([OH:7])=[O:5].[C:1]([O:5][C:6]([NH:8][CH2:9][C@H:10]1[CH2:15][CH2:14][C@H:13]([C:16]([NH:18][C@H:19]([C:37](=[O:50])[NH:38][C:39]2[CH:40]=[CH:41][C:42]([C:45]3[NH:49][N:48]=[N:47][N:46]=3)=[CH:43][CH:44]=2)[CH2:20][C:21]2[CH:22]=[CH:23][C:24]([C:27]3[C:28]([CH3:36])=[CH:29][C:30]([C:33]([NH:51][CH:52]4[CH2:53][CH2:54][N:55]([C:58]([O:60][C:61]([CH3:64])([CH3:63])[CH3:62])=[O:59])[CH2:56][CH2:57]4)=[O:34])=[N:31][CH:32]=3)=[CH:25][CH:26]=2)=[O:17])[CH2:12][CH2:11]1)=[O:7])([CH3:4])([CH3:2])[CH3:3], predict the reactants needed to synthesize it. (10) Given the product [CH:10]([OH:12])=[O:11].[F:26][C:27]1[C:31]([C:32]2[CH:33]=[C:34]3[C:39](=[CH:40][CH:41]=2)[N:38]=[CH:37][CH:36]=[CH:35]3)=[N:30][NH:29][C:28]=1[NH:42][C:10](=[O:12])[CH2:9][CH2:8][CH2:7][N:1]1[CH2:2][CH2:3][CH2:4][CH2:5][CH2:6]1, predict the reactants needed to synthesize it. The reactants are: [N:1]1([CH2:7][CH2:8][CH2:9][C:10]([OH:12])=[O:11])[CH2:6][CH2:5][CH2:4][CH2:3][CH2:2]1.C1N=CN(C(N2C=NC=C2)=O)C=1.Cl.[F:26][C:27]1[C:31]([C:32]2[CH:33]=[C:34]3[C:39](=[CH:40][CH:41]=2)[N:38]=[CH:37][CH:36]=[CH:35]3)=[N:30][NH:29][C:28]=1[NH3+:42].CCN(CC)CC.